From a dataset of Full USPTO retrosynthesis dataset with 1.9M reactions from patents (1976-2016). Predict the reactants needed to synthesize the given product. (1) Given the product [CH2:10]([O:12][C:13](=[O:17])[CH:14]=[CH:15][C:2]#[C:1][C:3]1[CH:8]=[CH:7][C:6]([CH3:9])=[CH:5][CH:4]=1)[CH3:11], predict the reactants needed to synthesize it. The reactants are: [C:1]([C:3]1[CH:8]=[CH:7][C:6]([CH3:9])=[CH:5][CH:4]=1)#[CH:2].[CH2:10]([O:12][C:13](=[O:17])/[CH:14]=[CH:15]\I)[CH3:11]. (2) Given the product [CH3:13][O:14][C:15]1[CH:20]=[C:19]([O:21][CH3:22])[CH:18]=[CH:17][C:16]=1[C:2]1[CH:11]=[CH:10][C:5]([C:6]([O:8][CH3:9])=[O:7])=[CH:4][C:3]=1[CH3:12], predict the reactants needed to synthesize it. The reactants are: Br[C:2]1[CH:11]=[CH:10][C:5]([C:6]([O:8][CH3:9])=[O:7])=[CH:4][C:3]=1[CH3:12].[CH3:13][O:14][C:15]1[CH:20]=[C:19]([O:21][CH3:22])[CH:18]=[CH:17][C:16]=1B(O)O.C(=O)([O-])[O-].[K+].[K+].O. (3) The reactants are: C([O-])=O.[NH4+].C([O:12][C:13]1[CH:18]=C(OCC2C=CC=CC=2)[C:16]([C:27]2[CH:32]=[CH:31][CH:30]=[CH:29][CH:28]=2)=[CH:15][C:14]=1[C:33]1[O:37]N=[C:35]([CH3:38])[C:34]=1[C:39]1[CH:44]=[CH:43][C:42]([O:45][CH3:46])=[CH:41][CH:40]=1)C1C=CC=CC=1.C(OCC)(=O)C.[CH3:53][OH:54]. Given the product [OH:54][C:53]1[CH:18]=[C:13]2[C:14]([C:33](=[O:37])[C:34]([C:39]3[CH:44]=[CH:43][C:42]([O:45][CH3:46])=[CH:41][CH:40]=3)=[C:35]([CH3:38])[O:12]2)=[CH:15][C:16]=1[C:27]1[CH:32]=[CH:31][CH:30]=[CH:29][CH:28]=1, predict the reactants needed to synthesize it. (4) Given the product [CH3:41][O:42][CH:30]([O:38][CH3:35])[CH2:29][C:26]1[N:25]=[N:24][C:23]([C:21]([N:19]2[CH2:18][CH2:17][C:15]3[N:16]=[C:11]([NH:10][CH:2]4[CH2:3][C:4]5[C:9](=[CH:8][CH:7]=[CH:6][CH:5]=5)[CH2:1]4)[N:12]=[CH:13][C:14]=3[CH2:20]2)=[O:22])=[CH:28][CH:27]=1, predict the reactants needed to synthesize it. The reactants are: [CH2:1]1[C:9]2[C:4](=[CH:5][CH:6]=[CH:7][CH:8]=2)[CH2:3][CH:2]1[NH:10][C:11]1[N:12]=[CH:13][C:14]2[CH2:20][N:19]([C:21]([C:23]3[N:24]=[N:25][C:26]([C:29]#[C:30][Si](C)(C)C)=[CH:27][CH:28]=3)=[O:22])[CH2:18][CH2:17][C:15]=2[N:16]=1.[C:35](=[O:38])([O-])[O-].[K+].[K+].[CH3:41][OH:42]. (5) Given the product [NH2:1][C:2]1[C:7]([F:8])=[CH:6][C:5]([O:9][C:12]2[CH:17]=[CH:16][N:15]=[C:14]([C:18]([NH2:20])=[O:19])[CH:13]=2)=[C:4]([F:10])[CH:3]=1, predict the reactants needed to synthesize it. The reactants are: [NH2:1][C:2]1[C:7]([F:8])=[CH:6][C:5]([OH:9])=[C:4]([F:10])[CH:3]=1.Cl[C:12]1[CH:17]=[CH:16][N:15]=[C:14]([C:18]([NH2:20])=[O:19])[CH:13]=1.[H-].[Na+]. (6) Given the product [CH3:12][C:2]([CH3:3])([C:4](=[O:11])[CH2:5][CH2:6][CH2:7][CH2:8][CH2:9][CH3:10])[CH3:1], predict the reactants needed to synthesize it. The reactants are: [CH3:1][C:2]([CH3:12])([CH:4]([OH:11])[CH2:5][CH2:6][CH2:7][CH2:8][CH2:9][CH3:10])[CH3:3].CCOCC.[Cr](Cl)([O-])(=O)=O.[NH+]1C=CC=CC=1.